This data is from Reaction yield outcomes from USPTO patents with 853,638 reactions. The task is: Predict the reaction yield, written as a fraction of the theoretical maximum amount of product (1.0 means a 100% yield; for example, 0.34 means a 34% yield). (1) The reactants are [CH3:1][O:2][C:3]1[CH:4]=[C:5]([CH:8]=[CH:9][C:10]=1[O:11][CH3:12])[CH:6]=O.[C:13]([O-:16])(=[O:15])[CH3:14].[NH4+:17].C(O)(=O)CC(O)=O. The catalyst is C(O)C. The product is [NH2:17][CH:6]([C:5]1[CH:8]=[CH:9][C:10]([O:11][CH3:12])=[C:3]([O:2][CH3:1])[CH:4]=1)[CH2:14][C:13]([OH:16])=[O:15]. The yield is 0.560. (2) The reactants are [C:1]([C:3]1[C:4]([C:21]2[CH:26]=[CH:25][C:24]([O:27][C:28]3[CH:33]=[CH:32][CH:31]=[CH:30][CH:29]=3)=[CH:23][CH:22]=2)=[N:5][N:6]2[C:11]([CH2:12][N:13](C)[C:14](=O)C(F)(F)F)=[CH:10][CH:9]=[N:8][C:7]=12)#[N:2].[BH4-].[Na+]. The catalyst is CCO. The product is [CH3:14][NH:13][CH2:12][CH:11]1[N:6]2[N:5]=[C:4]([C:21]3[CH:26]=[CH:25][C:24]([O:27][C:28]4[CH:33]=[CH:32][CH:31]=[CH:30][CH:29]=4)=[CH:23][CH:22]=3)[C:3]([C:1]#[N:2])=[C:7]2[NH:8][CH2:9][CH2:10]1. The yield is 0.630. (3) The reactants are [C:1]([O:5][C:6]([NH:8][C@H:9]([CH2:29][C:30]1[CH:35]=[C:34]([F:36])[C:33]([F:37])=[CH:32][C:31]=1[F:38])[CH2:10][C:11]([N:13]1[CH2:18][CH2:17][N:16]2[C:19]([C:25]([F:28])([F:27])[F:26])=[N:20][C:21]([C:22]([OH:24])=O)=[C:15]2[CH2:14]1)=[O:12])=[O:7])([CH3:4])([CH3:3])[CH3:2].Cl.CN.O=C1[N:47]([ClH]P([ClH]N2CCOC2=O)=O)[CH2:46]CO1.C(N(CC)CC)C. The catalyst is ClCCl. The product is [C:1]([O:5][C:6](=[O:7])[NH:8][C@H:9]([CH2:29][C:30]1[CH:35]=[C:34]([F:36])[C:33]([F:37])=[CH:32][C:31]=1[F:38])[CH2:10][C:11]([N:13]1[CH2:18][CH2:17][N:16]2[C:19]([C:25]([F:27])([F:28])[F:26])=[N:20][C:21]([C:22](=[O:24])[NH:47][CH3:46])=[C:15]2[CH2:14]1)=[O:12])([CH3:2])([CH3:3])[CH3:4]. The yield is 0.986. (4) The reactants are [CH3:1][N:2]1[CH:11]=[CH:10][C:9]2[C:4](=[CH:5][CH:6]=[C:7](B3OC(C)(C)C(C)(C)O3)[CH:8]=2)[C:3]1=[O:21].Br[C:23]1[CH:28]=[CH:27][CH:26]=[CH:25][N:24]=1.C([O-])(O)=O.[Na+]. The catalyst is CS(C)=O.C1C=CC(P(C2C=CC=CC=2)[C-]2C=CC=C2)=CC=1.C1C=CC(P(C2C=CC=CC=2)[C-]2C=CC=C2)=CC=1.Cl[Pd]Cl.[Fe+2]. The product is [CH3:1][N:2]1[CH:11]=[CH:10][C:9]2[C:4](=[CH:5][CH:6]=[C:7]([C:23]3[CH:28]=[CH:27][CH:26]=[CH:25][N:24]=3)[CH:8]=2)[C:3]1=[O:21]. The yield is 0.460. (5) The reactants are [C:1]([O:5][C:6]([N:8]1[CH2:13][CH:12]2[CH:10]([CH:11]2[C:14]([OH:16])=O)[CH2:9]1)=[O:7])([CH3:4])([CH3:3])[CH3:2].[NH:17]1C2C=CC=CC=2N=N1.C(N=C=NCCCN(C)C)C.C(N(C(C)C)CC)(C)C.N. The catalyst is C(Cl)Cl.CO. The product is [C:14]([CH:11]1[CH:12]2[CH:10]1[CH2:9][N:8]([C:6]([O:5][C:1]([CH3:4])([CH3:3])[CH3:2])=[O:7])[CH2:13]2)(=[O:16])[NH2:17]. The yield is 0.706. (6) The reactants are [ClH:1].O1CCOCC1.[O:8]1[C:16]2[C:11](=[N:12][CH:13]=[CH:14][CH:15]=2)[N:10]=[C:9]1[N:17]1[CH2:22][CH2:21][N:20](C(OC(C)(C)C)=O)[CH2:19][CH:18]1[CH2:30][O:31][C:32]1[CH:33]=[N:34][CH:35]=[CH:36][CH:37]=1. The catalyst is CO. The product is [ClH:1].[N:34]1[CH:35]=[CH:36][CH:37]=[C:32]([O:31][CH2:30][CH:18]2[CH2:19][NH:20][CH2:21][CH2:22][N:17]2[C:9]2[O:8][C:16]3[C:11]([N:10]=2)=[N:12][CH:13]=[CH:14][CH:15]=3)[CH:33]=1. The yield is 0.640. (7) The reactants are Cl[C:2]1[CH:3]=[C:4]([CH:8]=[C:9]([C:11]2[CH:12]=[CH:13][C:14]3[O:18][C:17]([C:19]4[CH:24]=[CH:23][C:22]([F:25])=[CH:21][CH:20]=4)=[C:16]([C:26](=[O:29])[NH:27][CH3:28])[C:15]=3[CH:30]=2)[CH:10]=1)[C:5](O)=[O:6].[CH3:31][CH:32]([CH3:35])[CH2:33][NH2:34].C(N(C(C)C)C(C)C)C.CN(C(ON1N=NC2C=CC=NC1=2)=[N+](C)C)C.F[P-](F)(F)(F)(F)F.[Cl:69]CCl. The catalyst is C(#N)C.CN(C=O)C. The product is [Cl:69][C:3]1[CH:2]=[CH:10][C:9]([C:11]2[CH:12]=[CH:13][C:14]3[O:18][C:17]([C:19]4[CH:24]=[CH:23][C:22]([F:25])=[CH:21][CH:20]=4)=[C:16]([C:26]([NH:27][CH3:28])=[O:29])[C:15]=3[CH:30]=2)=[CH:8][C:4]=1[C:5](=[O:6])[NH:34][CH2:33][CH:32]([CH3:35])[CH3:31]. The yield is 0.520.